The task is: Predict the reactants needed to synthesize the given product.. This data is from Full USPTO retrosynthesis dataset with 1.9M reactions from patents (1976-2016). (1) Given the product [NH2:12][C:9]1[N:10]=[CH:11][C:6]([O:5][C:4]2[CH:3]=[C:2]([NH:1][C:28]([C:27]3[N:23]([CH3:22])[N:24]=[C:25]([CH3:31])[CH:26]=3)=[O:29])[CH:15]=[CH:14][CH:13]=2)=[CH:7][CH:8]=1, predict the reactants needed to synthesize it. The reactants are: [NH2:1][C:2]1[CH:3]=[C:4]([CH:13]=[CH:14][CH:15]=1)[O:5][C:6]1[CH:7]=[CH:8][C:9]([NH2:12])=[N:10][CH:11]=1.N1C=CC=CC=1.[CH3:22][N:23]1[C:27]([C:28](Cl)=[O:29])=[CH:26][C:25]([CH3:31])=[N:24]1. (2) Given the product [CH2:1]([O:38][C:30](=[S:37])[CH2:31][O:32][CH2:33][C:34]([O:36][CH2:21][CH3:22])=[O:35])[CH3:2], predict the reactants needed to synthesize it. The reactants are: [CH2:1](OC1C(OCCCCCC)=CSC=1)[CH2:2]CCCC.S1C=C[CH:22]=[CH:21]1.S(=O)(=O)(O)O.[C:30]([OH:38])(=[S:37])[CH2:31][O:32][CH2:33][C:34]([OH:36])=[O:35]. (3) Given the product [C:35]([N:27]([C:28]1[CH:29]=[CH:30][C:31]([Cl:34])=[CH:32][CH:33]=1)[C@H:20]1[C:21]2[C:26](=[CH:25][CH:24]=[CH:23][CH:22]=2)[N:17]([C:15]([C:12]2[CH:13]=[CH:14][C:9]([N:7]([CH3:8])[CH2:6][CH2:5][CH2:4][C:3]([OH:39])=[O:2])=[CH:10][CH:11]=2)=[O:16])[C@@H:18]([CH3:38])[CH2:19]1)(=[O:37])[CH3:36], predict the reactants needed to synthesize it. The reactants are: C[O:2][C:3](=[O:39])[CH2:4][CH2:5][CH2:6][N:7]([C:9]1[CH:14]=[CH:13][C:12]([C:15]([N:17]2[C:26]3[C:21](=[CH:22][CH:23]=[CH:24][CH:25]=3)[C@H:20]([N:27]([C:35](=[O:37])[CH3:36])[C:28]3[CH:33]=[CH:32][C:31]([Cl:34])=[CH:30][CH:29]=3)[CH2:19][C@@H:18]2[CH3:38])=[O:16])=[CH:11][CH:10]=1)[CH3:8].C(O)C.[OH-].[Li+]. (4) Given the product [Cl:1][C:2]1[C:11]([O:12][CH2:13][C:14]2[CH:15]=[CH:16][C:17]([O:20][CH3:21])=[CH:18][CH:19]=2)=[C:10]([O:22][CH2:23][C:24]2[CH:29]=[CH:28][C:27]([O:30][CH3:31])=[CH:26][CH:25]=2)[CH:9]=[C:8]2[C:3]=1[C:4](=[O:47])[C:5]([C:35]([OH:37])=[O:36])=[CH:6][N:7]2[CH:32]1[CH2:33][CH2:34]1, predict the reactants needed to synthesize it. The reactants are: [Cl:1][C:2]1[C:11]([O:12][CH2:13][C:14]2[CH:19]=[CH:18][C:17]([O:20][CH3:21])=[CH:16][CH:15]=2)=[C:10]([O:22][CH2:23][C:24]2[CH:29]=[CH:28][C:27]([O:30][CH3:31])=[CH:26][CH:25]=2)[CH:9]=[C:8]2[C:3]=1[C:4](=[O:47])[C:5]([C:35]([O:37]CC1C=CC(OC)=CC=1)=[O:36])=[CH:6][N:7]2[CH:32]1[CH2:34][CH2:33]1.[OH-].[K+]. (5) Given the product [CH3:1][N:2]([CH3:18])[CH2:3][CH2:4][N:5]1[CH2:10][CH2:9][O:8][C:7]2[CH:11]=[C:12]([NH2:15])[CH:13]=[CH:14][C:6]1=2, predict the reactants needed to synthesize it. The reactants are: [CH3:1][N:2]([CH3:18])[CH2:3][CH2:4][N:5]1[CH2:10][CH2:9][O:8][C:7]2[CH:11]=[C:12]([N+:15]([O-])=O)[CH:13]=[CH:14][C:6]1=2. (6) Given the product [CH3:1][O:2][C:3]([C:5]1[C:6]([OH:28])=[C:7]2[C:12](=[C:13]([Br:29])[N:14]=1)[N:11]([C:15]1[CH:20]=[CH:19][CH:18]=[CH:17][CH:16]=1)[C:10](=[O:21])[C:9]([C:22]1[CH:27]=[CH:26][CH:25]=[CH:24][CH:23]=1)=[CH:8]2)=[O:4], predict the reactants needed to synthesize it. The reactants are: [CH3:1][O:2][C:3]([C:5]1[C:6]([OH:28])=[C:7]2[C:12](=[CH:13][N:14]=1)[N:11]([C:15]1[CH:20]=[CH:19][CH:18]=[CH:17][CH:16]=1)[C:10](=[O:21])[C:9]([C:22]1[CH:27]=[CH:26][CH:25]=[CH:24][CH:23]=1)=[CH:8]2)=[O:4].[Br:29]N1C(=O)CCC1=O. (7) Given the product [Cl:15][C:6]1[N:5]=[C:4]([C:16]2[CH:21]=[CH:20][N:19]=[CH:18][CH:17]=2)[N:3]=[C:2]([NH:34][S:31]([CH2:30][CH2:29][C:23]2[CH:28]=[CH:27][CH:26]=[CH:25][CH:24]=2)(=[O:32])=[O:33])[C:7]=1[C:8]1[CH:13]=[CH:12][C:11]([CH3:14])=[CH:10][CH:9]=1, predict the reactants needed to synthesize it. The reactants are: Cl[C:2]1[C:7]([C:8]2[CH:13]=[CH:12][C:11]([CH3:14])=[CH:10][CH:9]=2)=[C:6]([Cl:15])[N:5]=[C:4]([C:16]2[CH:21]=[CH:20][N:19]=[CH:18][CH:17]=2)[N:3]=1.[K].[C:23]1([CH2:29][CH2:30][S:31]([NH2:34])(=[O:33])=[O:32])[CH:28]=[CH:27][CH:26]=[CH:25][CH:24]=1.CCN(C(C)C)C(C)C.